This data is from Forward reaction prediction with 1.9M reactions from USPTO patents (1976-2016). The task is: Predict the product of the given reaction. (1) Given the reactants C([O:3][C:4](=[O:37])[C:5]([O:8][C:9]1[CH:14]=[CH:13][CH:12]=[C:11]([O:15][CH2:16][CH2:17][CH:18]([O:20][C:21]2[CH:26]=[CH:25][C:24]([CH2:27][CH3:28])=[CH:23][C:22]=2[C:29](=[O:36])[C:30]2[CH:35]=[CH:34][CH:33]=[CH:32][CH:31]=2)[CH3:19])[CH:10]=1)([CH3:7])[CH3:6])C, predict the reaction product. The product is: [C:29]([C:22]1[CH:23]=[C:24]([CH2:27][CH3:28])[CH:25]=[CH:26][C:21]=1[O:20][CH:18]([CH3:19])[CH2:17][CH2:16][O:15][C:11]1[CH:10]=[C:9]([CH:14]=[CH:13][CH:12]=1)[O:8][C:5]([CH3:6])([CH3:7])[C:4]([OH:37])=[O:3])(=[O:36])[C:30]1[CH:31]=[CH:32][CH:33]=[CH:34][CH:35]=1. (2) Given the reactants C([N:8]1[CH2:12][C@@H:11]([C:13]2[CH:18]=[C:17]([CH2:19][CH2:20][CH3:21])[CH:16]=[C:15]([Cl:22])[C:14]=2[C:23]([O:25][CH2:26][CH3:27])=[O:24])[C@H:10]([C:28]([O:30][CH3:31])=[O:29])[CH2:9]1)C1C=CC=CC=1.ClC(OC(Cl)C)=O.C(N(CC)CC)C.[C:54](O[C:54]([O:56][C:57]([CH3:60])([CH3:59])[CH3:58])=[O:55])([O:56][C:57]([CH3:60])([CH3:59])[CH3:58])=[O:55], predict the reaction product. The product is: [Cl:22][C:15]1[C:14]([C:23]([O:25][CH2:26][CH3:27])=[O:24])=[C:13]([C@@H:11]2[CH2:12][N:8]([C:54]([O:56][C:57]([CH3:58])([CH3:59])[CH3:60])=[O:55])[CH2:9][C@H:10]2[C:28]([O:30][CH3:31])=[O:29])[CH:18]=[C:17]([CH2:19][CH2:20][CH3:21])[CH:16]=1.